Dataset: Reaction yield outcomes from USPTO patents with 853,638 reactions. Task: Predict the reaction yield, written as a fraction of the theoretical maximum amount of product (1.0 means a 100% yield; for example, 0.34 means a 34% yield). (1) The reactants are C[C:2]1C=CC=[C:4](C)[C:3]=1[C:9]1[N:14]=[C:13]([NH2:15])[N:12]=[C:11]([NH:16][C:17]2[CH:22]=[CH:21][C:20]([O:23][C:24]3[CH:29]=[CH:28][N:27]=[C:26]([C:30]([F:33])([F:32])[F:31])[CH:25]=3)=[CH:19][CH:18]=2)[CH:10]=1.[N:34]1C=C(B(O)O)C=[N:36][CH:35]=1.C(=O)([O-])[O-].[Na+].[Na+]. The catalyst is CN(C=O)C. The product is [F:32][C:30]([F:33])([F:31])[C:26]1[CH:25]=[C:24]([O:23][C:20]2[CH:19]=[CH:18][C:17]([NH:16][C:11]3[N:12]=[C:13]([NH2:15])[N:14]=[C:9]([C:3]4[CH:4]=[N:34][CH:35]=[N:36][CH:2]=4)[CH:10]=3)=[CH:22][CH:21]=2)[CH:29]=[CH:28][N:27]=1. The yield is 0.230. (2) The reactants are [C:1]([C:4]1[CH:5]=[C:6]([C:10]2[CH:15]=[CH:14][C:13]([CH:16]([CH3:25])[CH2:17][NH:18][S:19]([CH:22]([CH3:24])[CH3:23])(=[O:21])=[O:20])=[CH:12][CH:11]=2)[CH:7]=[CH:8][CH:9]=1)(=[O:3])[CH3:2].[BH4-].[Na+]. The catalyst is C(O)C. The product is [OH:3][CH:1]([C:4]1[CH:5]=[C:6]([C:10]2[CH:15]=[CH:14][C:13]([CH:16]([CH3:25])[CH2:17][NH:18][S:19]([CH:22]([CH3:24])[CH3:23])(=[O:21])=[O:20])=[CH:12][CH:11]=2)[CH:7]=[CH:8][CH:9]=1)[CH3:2]. The yield is 0.650. (3) The reactants are [C:1]([O:5][C:6]([N:8]1[CH:13]([CH2:14][CH3:15])[CH2:12][CH2:11][CH2:10][CH:9]1[CH:16]([OH:40])[C@@H:17]([N:25](CC1C=CC=CC=1)CC1C=CC=CC=1)[CH2:18][C:19]1[CH:24]=[CH:23][CH:22]=[CH:21][CH:20]=1)=[O:7])([CH3:4])([CH3:3])[CH3:2].[H][H]. The catalyst is CO.[OH-].[Pd+2].[OH-]. The product is [C:1]([O:5][C:6]([N:8]1[CH:13]([CH2:14][CH3:15])[CH2:12][CH2:11][CH2:10][CH:9]1[CH:16]([OH:40])[C@@H:17]([NH2:25])[CH2:18][C:19]1[CH:20]=[CH:21][CH:22]=[CH:23][CH:24]=1)=[O:7])([CH3:2])([CH3:3])[CH3:4]. The yield is 0.950. (4) The reactants are [NH+:1]1([O-])[C:9]2[C:4](=[CH:5][CH:6]=[CH:7][N:8]=2)[CH:3]=[CH:2]1.C([Br:19])(=O)C1C=CC=CC=1.C[Si](C)(C)N[Si](C)(C)C.C([O:32][CH2:33][CH3:34])(=O)C.[CH:35]1C=[CH:39][CH:38]=[CH:37][CH:36]=1. No catalyst specified. The product is [C:33]([N:1]1[C:9]2=[N:8][C:7]([Br:19])=[CH:6][CH:5]=[C:4]2[CH:3]=[CH:2]1)(=[O:32])[C:34]1[CH:39]=[CH:38][CH:37]=[CH:36][CH:35]=1. The yield is 0.560.